This data is from Reaction yield outcomes from USPTO patents with 853,638 reactions. The task is: Predict the reaction yield, written as a fraction of the theoretical maximum amount of product (1.0 means a 100% yield; for example, 0.34 means a 34% yield). (1) The reactants are [NH2:1][C@H:2]([C:6]1[CH:11]=[CH:10][C:9]([O:12][CH3:13])=[CH:8][CH:7]=1)[C:3]([NH2:5])=[O:4].C(N(CC)CC)C.[CH3:21][O:22][C:23]1[CH:28]=[CH:27][C:26]([CH2:29][C:30](Cl)=[O:31])=[CH:25][CH:24]=1.O. The catalyst is CN(C)C=O. The product is [CH3:13][O:12][C:9]1[CH:10]=[CH:11][C:6]([C@@H:2]([NH:1][C:30](=[O:31])[CH2:29][C:26]2[CH:27]=[CH:28][C:23]([O:22][CH3:21])=[CH:24][CH:25]=2)[C:3]([NH2:5])=[O:4])=[CH:7][CH:8]=1. The yield is 0.890. (2) The reactants are [Cl:1][C:2]1[C:3]([O:12][C:13]2[CH:18]=[C:17]([O:19][CH2:20][CH2:21][O:22][CH3:23])[CH:16]=[CH:15][C:14]=2[CH2:24][CH2:25][CH2:26][OH:27])=[N:4][CH:5]=[C:6]([C:8]([F:11])([F:10])[F:9])[CH:7]=1.C(N(CC)C(C)C)(C)C.[C:37]1([S:43]([N:46]=[C:47]=[O:48])(=[O:45])=[O:44])[CH:42]=[CH:41][CH:40]=[CH:39][CH:38]=1.C(OC(=O)C)(=O)C.Cl. The catalyst is C(#N)C.C(OCC)(=O)C.N1C=CC=CC=1. The product is [C:37]1([S:43]([NH:46][C:47](=[O:48])[O:27][CH2:26][CH2:25][CH2:24][C:14]2[CH:15]=[CH:16][C:17]([O:19][CH2:20][CH2:21][O:22][CH3:23])=[CH:18][C:13]=2[O:12][C:3]2[C:2]([Cl:1])=[CH:7][C:6]([C:8]([F:9])([F:11])[F:10])=[CH:5][N:4]=2)(=[O:44])=[O:45])[CH:38]=[CH:39][CH:40]=[CH:41][CH:42]=1. The yield is 0.450. (3) The reactants are [Cl:1][C:2]1[C:3]([F:32])=[C:4]([NH:9][C:10]2[C:19]3[C:14](=[CH:15][C:16]([O:30][CH3:31])=[C:17]([O:20][C@H:21]4[CH2:26][CH2:25][NH:24][C@H:23]([C:27]([NH2:29])=[O:28])[CH2:22]4)[CH:18]=3)[N:13]=[CH:12][N:11]=2)[CH:5]=[CH:6][C:7]=1[F:8].ClC1C(F)=C(NC2C3C(=[CH:47][C:48](OC)=[C:49]([O:52][C@H]4CCNC4)C=3)N=CN=2)C=CC=1F. No catalyst specified. The product is [C:49]([N:24]1[CH2:25][CH2:26][C@H:21]([O:20][C:17]2[CH:18]=[C:19]3[C:14](=[CH:15][C:16]=2[O:30][CH3:31])[N:13]=[CH:12][N:11]=[C:10]3[NH:9][C:4]2[CH:5]=[CH:6][C:7]([F:8])=[C:2]([Cl:1])[C:3]=2[F:32])[CH2:22][C@H:23]1[C:27]([NH2:29])=[O:28])(=[O:52])[CH:48]=[CH2:47]. The yield is 0.690. (4) The reactants are [C:1](OC(=O)C)(=[O:3])[CH3:2].[C:8]([O:12][C:13]([N:15]1[C@@H:20]([C@H:21]([OH:33])[C@@H:22]([NH2:32])[CH2:23][C:24]2[CH:29]=[C:28]([F:30])[CH:27]=[C:26]([F:31])[CH:25]=2)[CH2:19][O:18][C@@H:17]([O:34][CH2:35][C:36]([CH3:39])([CH3:38])[CH3:37])[C@@H:16]1[CH3:40])=[O:14])([CH3:11])([CH3:10])[CH3:9].C(N(CC)CC)C. The catalyst is ClCCl. The product is [C:8]([O:12][C:13]([N:15]1[C@@H:20]([C@@H:21]([OH:33])[C@@H:22]([NH:32][C:1](=[O:3])[CH3:2])[CH2:23][C:24]2[CH:25]=[C:26]([F:31])[CH:27]=[C:28]([F:30])[CH:29]=2)[CH2:19][O:18][C@@H:17]([O:34][CH2:35][C:36]([CH3:39])([CH3:38])[CH3:37])[C@@H:16]1[CH3:40])=[O:14])([CH3:10])([CH3:9])[CH3:11]. The yield is 0.910. (5) The reactants are [CH3:1][C:2]1[CH:3]=[C:4]([CH:9]=[CH:10][C:11]=1[N+:12]([O-:14])=[O:13])[O:5][CH2:6][CH2:7][OH:8].N1C=CN=C1.[Si:20](Cl)([C:23]([CH3:26])([CH3:25])[CH3:24])([CH3:22])[CH3:21]. The catalyst is CN(C)C=O.C(OCC)(=O)C. The product is [C:23]([Si:20]([CH3:22])([CH3:21])[O:8][CH2:7][CH2:6][O:5][C:4]1[CH:9]=[CH:10][C:11]([N+:12]([O-:14])=[O:13])=[C:2]([CH3:1])[CH:3]=1)([CH3:26])([CH3:25])[CH3:24]. The yield is 1.00. (6) The reactants are C(N(CC)CC)C.[Br:8][C:9]1[CH:14]=[CH:13][C:12]([CH2:15][C:16]([OH:18])=O)=[C:11]([O:19][CH3:20])[CH:10]=1.C(Cl)(=O)C(C)(C)C.[CH:28]([C@H:31]1[CH2:35][O:34][C:33](=[O:36])[NH:32]1)([CH3:30])[CH3:29].[Li]CCCC.O1CCNC1=O.[NH4+].[Cl-]. The catalyst is C1COCC1. The product is [Br:8][C:9]1[CH:14]=[CH:13][C:12]([CH2:15][C:16]([N:32]2[C@@H:31]([CH:28]([CH3:30])[CH3:29])[CH2:35][O:34][C:33]2=[O:36])=[O:18])=[C:11]([O:19][CH3:20])[CH:10]=1. The yield is 0.770. (7) The reactants are [CH2:1]([N:3]([CH2:21][CH3:22])[CH2:4][CH2:5][N:6]1[CH2:13][CH2:12][CH2:11][CH2:10][C:9]2[NH:14][C:15]([CH:18]=O)=[C:16]([CH3:17])[C:8]=2[C:7]1=[O:20])[CH3:2].[F:23][C:24]1[CH:25]=[C:26]2[C:30](=[CH:31][CH:32]=1)[NH:29][C:28](=[O:33])[CH2:27]2.N1CCCCC1. The catalyst is C(O)C. The product is [CH2:1]([N:3]([CH2:21][CH3:22])[CH2:4][CH2:5][N:6]1[CH2:13][CH2:12][CH2:11][CH2:10][C:9]2[NH:14][C:15]([CH:18]=[C:27]3[C:26]4[C:30](=[CH:31][CH:32]=[C:24]([F:23])[CH:25]=4)[NH:29][C:28]3=[O:33])=[C:16]([CH3:17])[C:8]=2[C:7]1=[O:20])[CH3:2]. The yield is 0.488.